Task: Binary Classification. Given a miRNA mature sequence and a target amino acid sequence, predict their likelihood of interaction.. Dataset: Experimentally validated miRNA-target interactions with 360,000+ pairs, plus equal number of negative samples (1) The miRNA is hsa-miR-548an with sequence AAAAGGCAUUGUGGUUUUUG. Result: 0 (no interaction). The protein sequence of the target gene is MITMLQDLHVNKISMSRSKSETSLPSSRSGSQEKIMNVKGKVILLMLIVSTVVVVFWEYVNRIPEVGENRWQKDWWFPSWFKNGTHSYQEDNVEGRREKGRNGDRIEEPQLWDWFNPKNRPDVLTVTPWKAPIVWEGTYDTALLEKYYATQKLTVGLTVFAVGKYIEHYLEDFLESADMYFMVGHRVIFYVMIDDTSRMPVVHLNPLHSLQVFEIRSEKRWQDISMMRMKTIGEHILAHIQHEVDFLFCMDVDQVFQDNFGVETLGQLVAQLQAWWYKASPEKFTYERRELSAAYIPFGE.... (2) The miRNA is rno-miR-193a-3p with sequence AACUGGCCUACAAAGUCCCAGU. The protein sequence of the target gene is MGKSRTKRFKRPQFSPIESCQAEAAAASNGTGDEEDDGPAAELLEKLQHPSAEVRECACAGLARLVQQRPALPDLARRDAVRRLGPLLLDSSLAVRETAAGALRNLSACGGFDVCDDMVAKDIMTPLVALLRECLSGLDSNEMSPQEKADKRNPVESIANEAVNVLWNVCECSGRAVSIFNKEGCLEIVLQYLRRFPTSIDLAVSVAYCLQTVTEDNPELLKSFDGTALRVLESALLCPVASMEYILLKTLVAGTIWNLKDIIPSKSQAEIINAILGALSEVLGMNTGNMVIQMKEAETQ.... Result: 0 (no interaction). (3) The miRNA is hsa-miR-513b-5p with sequence UUCACAAGGAGGUGUCAUUUAU. The protein sequence of the target gene is MGNWAVNEGLSIFVILVWLGLNVFLFINYYKVYDDGPKYNYTRKLLGSALALARAPAACLNFNCMLILLPVCRNLLSFLRGSSACCSTRIRRQLDRNLTFHKMVAWMIALHTAIHTIAHLFNVEWCVNARVGISDRYSIALSDIGDNENEEYLNFAREKIKNPEGGLYVAVTRLAGITGIVITLCLILIITSSTKTIRRSYFEVFWYTHHLFVIFFIGLAIHGAERIVRGQTAESLEEHNLDICADKIEEWGKIKECPVPKFAGNPPMTWKWIVGPMFLYLCERLVRFWRSQQKVVITKV.... Result: 0 (no interaction). (4) The miRNA is mmu-miR-199a-5p with sequence CCCAGUGUUCAGACUACCUGUUC. The protein sequence of the target gene is MTATLAAAADIATMVSGSSGLAAARLLSRSFLLPQNGIRHCSYTASRQHLYVDKNTKIICQGFTGKQGTFHSQQALEYGTKLVGGTTPGKGGQTHLGLPVFNTVKEAKEQTGATASVIYVPPPFAAAAINEAIEAEIPLVVCITEGIPQQDMVRVKHKLLRQEKTRLIGPNCPGVINPGECKIGIMPGHIHKKGRIGIVSRSGTLTYEAVHQTTQVGLGQSLCVGIGGDPFNGTDFIDCLEIFLNDSATEGIILIGEIGGNAEENAAEFLKQHNSGPNSKPVVSFIAGLTAPPGRRMGHA.... Result: 0 (no interaction). (5) The miRNA is hsa-miR-495-5p with sequence GAAGUUGCCCAUGUUAUUUUCG. The protein sequence of the target gene is MGDPGSEIIESVPPAGPEASESTTDENEDDIQFVSEGPSRPVLEYIDLVCGDDENPSAYYSDILFPKMPKRQGDFLHFLNVKKVKTDTENNEVSKNHCRLSKAKEPHFEYIEQPIIEEKPSLSSKKEIDNLVLPDCWNEKQAFMFTEQYKWLEIKEGKLGCKDCSAVRHLGSKAEKHVHVSKEWIAYLVTPNGSNKTTRQASLRKKIREHDVSKAHGKIQDLLKESTNDSICNLVHKQNNKNIDATVKVFNTVYSLVKHNRPLSDIEGARELQEKNGEVNCLNTRYSATRIAEHIAKEMK.... Result: 1 (interaction). (6) The miRNA is hsa-miR-410-3p with sequence AAUAUAACACAGAUGGCCUGU. The protein sequence of the target gene is MAKVNTQCSQPSPTQLSIKNADRDLDHVENGLGRVSRLIISIRAWASRHLHDEDQTPDSFLDRFHGSELKEVSTRESNAQPNPGEQKPPDGGEGRKEEPIVVDPSSNIYYRWLTAIALPVFYNWCLLVCRACFDELQSEHLTLWLVLDYSADVLYVLDMLVRARTGFLEQGLMVRDTKRLWKHYTKTLHFKLDILSLIPTDLAYLKLGVNYPELRFNRLLKFSRLFEFFDRTETRTNYPNVFRIGNLVLYTLIIIHWNACIYFAISKFIGFGTDSWVYPNTSKPEYARLSRKYIYSLYWS.... Result: 0 (no interaction). (7) The miRNA is hsa-miR-765 with sequence UGGAGGAGAAGGAAGGUGAUG. The protein sequence of the target gene is MRLGPRTAALGLLLLCAAAAGAGKAEELHYPLGERRSDYDREALLGVQEDVDEYVKLGHEEQQKRLQAIIKKIDLDSDGFLTESELSSWIQMSFKHYAMQEAKQQFVEYDKNSDDTVTWDEYNIQMYDRVIDFDENTALDDAEEESFRKLHLKDKKRFEKANQDSGPGLSLEEFIAFEHPEEVDYMTEFVIQEALEEHDKNGDGFVSLEEFLGDYRWDPTANEDPEWILVEKDRFVNDYDKDNDGRLDPQELLPWVVPNNQGIAQEEALHLIDEMDLNGDKKLSEEEILENPDLFLTSEA.... Result: 0 (no interaction). (8) The miRNA is hsa-miR-2114-5p with sequence UAGUCCCUUCCUUGAAGCGGUC. The protein sequence of the target gene is MLERLKAPWSAALQRKYFDLGIWTAPISPMALTMLNGLLIKDSSPPMLLHQVNKTAQLDTFNYQSCFMQSVFDHFPEILFIHRTYNPRGKVLYTFLVDGPRVQLEGHLARAVYFAIPAKEDTEGLAQMFQVFKKFNPAWERVCTILVDPHFLPLPILAMEFPTAEVLLSAFHICKFLQAKFYQLSLERPVERLLLTSLQSTMCSATAGNLRKLYTLLSNCIPPAKLPELHSHWLLNDRIWLAHRWRSRAESSHYFQSLEVTTHILSQFFGTTPSEKQGMASLFRYMQQNSADKANFNQGL.... Result: 1 (interaction). (9) The miRNA is mmu-miR-222-3p with sequence AGCUACAUCUGGCUACUGGGUCU. The protein sequence of the target gene is MGSVGSQRLEEPSVAGTPDPGVVMSFTFDSHQLEEAAEAAQGQGLRARGVPAFTDTTLDEPVPDDRYHAIYFAMLLAGVGFLLPYNSFITDVDYLHHKYPGTSIVFDMSLTYILVALAAVLLNNVLVERLTLHTRITAGYLLALGPLLFISICDVWLQLFSRDQAYAINLAAVGTVAFGCTVQQSSFYGYTGMLPKRYTQGVMTGESTAGVMISLSRILTKLLLPDERASTLIFFLVSVALELLCFLLHLLVRRSRFVLFYTTRPRDSHRGRPGLGRGYGYRVHHDVVAGDVHFEHPAPA.... Result: 0 (no interaction). (10) The miRNA is hsa-miR-423-3p with sequence AGCUCGGUCUGAGGCCCCUCAGU. The protein sequence of the target gene is MRPLDIVELAEPEEVEVLEPEEDFEQFLLPVINEMREDIASLTREHGRAYLRNRSKLWEMDNMLIQIKTQVEASEESALNHLQNPGDAAEGRAAKRCEKAEEKAKEIAKMAEMLVELVRRIEKSESS. Result: 1 (interaction).